Predict the product of the given reaction. From a dataset of Forward reaction prediction with 1.9M reactions from USPTO patents (1976-2016). (1) Given the reactants [NH2:1][C:2]1[N:10]=[C:9]2[C:5]([N:6]=[CH:7][N:8]2[C@H:11]2[CH2:15][O:14][C@@H:13]([CH2:16][O:17]C(=O)C3C=CC=CC=3)[O:12]2)=[C:4]([Cl:26])[N:3]=1.CO[Na].CO, predict the reaction product. The product is: [NH2:1][C:2]1[N:10]=[C:9]2[C:5]([N:6]=[CH:7][N:8]2[C@H:11]2[CH2:15][O:14][C@@H:13]([CH2:16][OH:17])[O:12]2)=[C:4]([Cl:26])[N:3]=1. (2) Given the reactants [OH:1][C@@:2]1([C:9]#[C:10][C:11]2[CH:12]=[C:13]([C:17]3[N:22]4[CH:23]=[CH:24][N:25]=[C:21]4[CH:20]=[C:19]([C:26]([O:28]CC)=O)[N:18]=3)[CH:14]=[CH:15][CH:16]=2)[CH2:6][CH2:5][N:4]([CH3:7])[C:3]1=[O:8].[NH3:31], predict the reaction product. The product is: [OH:1][C@@:2]1([C:9]#[C:10][C:11]2[CH:12]=[C:13]([C:17]3[N:22]4[CH:23]=[CH:24][N:25]=[C:21]4[CH:20]=[C:19]([C:26]([NH2:31])=[O:28])[N:18]=3)[CH:14]=[CH:15][CH:16]=2)[CH2:6][CH2:5][N:4]([CH3:7])[C:3]1=[O:8].